This data is from Forward reaction prediction with 1.9M reactions from USPTO patents (1976-2016). The task is: Predict the product of the given reaction. (1) Given the reactants [C:1]([NH:6][C:7]1[NH:8][C:9](=[O:54])[C:10]2[N:11]=[CH:12][N:13]([C:52]=2[N:53]=1)[C@@H:14]1[O:51][C@H:41]([CH2:42][O:43][Si](C(C)(C)C)(C)C)[C@@H:16]([O:17][C:18]([C:35]2[CH:40]=[CH:39][CH:38]=[CH:37][CH:36]=2)([C:27]2[CH:32]=[CH:31][C:30]([O:33][CH3:34])=[CH:29][CH:28]=2)[C:19]2[CH:24]=[CH:23][C:22]([O:25][CH3:26])=[CH:21][CH:20]=2)[CH2:15]1)(=[O:5])[CH:2]([CH3:4])[CH3:3].[F-].C([N+](CCCC)(CCCC)CCCC)CCC, predict the reaction product. The product is: [C:1]([NH:6][C:7]1[NH:8][C:9](=[O:54])[C:10]2[N:11]=[CH:12][N:13]([C:52]=2[N:53]=1)[C@@H:14]1[O:51][C@H:41]([CH2:42][OH:43])[C@@H:16]([O:17][C:18]([C:35]2[CH:40]=[CH:39][CH:38]=[CH:37][CH:36]=2)([C:27]2[CH:32]=[CH:31][C:30]([O:33][CH3:34])=[CH:29][CH:28]=2)[C:19]2[CH:20]=[CH:21][C:22]([O:25][CH3:26])=[CH:23][CH:24]=2)[CH2:15]1)(=[O:5])[CH:2]([CH3:4])[CH3:3]. (2) Given the reactants [O:1]1[C:5]2([CH2:10][CH2:9][C:8](=O)[CH2:7][CH2:6]2)[O:4][CH2:3][CH2:2]1.[NH:12]1[CH2:17][CH2:16][O:15][CH2:14][CH2:13]1.[BH-](OC(C)=O)(OC(C)=O)OC(C)=O.[Na+].C(O)(=O)C.C(Cl)[Cl:37], predict the reaction product. The product is: [ClH:37].[O:1]1[C:5]2([CH2:10][CH2:9][CH:8]([N:12]3[CH2:17][CH2:16][O:15][CH2:14][CH2:13]3)[CH2:7][CH2:6]2)[O:4][CH2:3][CH2:2]1. (3) Given the reactants [NH2:1][C:2]1[CH:7]=[CH:6][C:5]([N:8]2[C:14](=[O:15])[CH2:13][C:12](=[O:16])[NH:11][C:10]3[C:17]4[C:22]([CH:23]=[CH:24][C:9]2=3)=[CH:21][CH:20]=[CH:19][CH:18]=4)=[CH:4][CH:3]=1.[CH3:25][O:26][C:27]1[CH:35]=[CH:34][CH:33]=[C:32]([C:36]([F:39])([F:38])[F:37])[C:28]=1[C:29](Cl)=[O:30].O=C1CC(=O)N(C2C=CC(C(O)=O)=CC=2)C2C=CC3C(C=2N1)=CC=CC=3, predict the reaction product. The product is: [CH3:25][O:26][C:27]1[CH:35]=[CH:34][CH:33]=[C:32]([C:36]([F:37])([F:38])[F:39])[C:28]=1[C:29]([NH:1][C:2]1[CH:7]=[CH:6][C:5]([N:8]2[C:14](=[O:15])[CH2:13][C:12](=[O:16])[NH:11][C:10]3[C:17]4[C:22]([CH:23]=[CH:24][C:9]2=3)=[CH:21][CH:20]=[CH:19][CH:18]=4)=[CH:4][CH:3]=1)=[O:30]. (4) The product is: [CH2:10]([O:9][C:7]([C:2]1[CH:3]=[CH:4][CH:5]=[CH:6][C:1]=1[C:12]1[CH:17]=[CH:16][CH:15]=[C:14]([C:18]([OH:20])=[O:19])[CH:13]=1)=[O:8])[CH3:11]. Given the reactants [C:1]1([C:12]2[CH:17]=[CH:16][CH:15]=[C:14]([C:18]([O:20]C(C)(C)C)=[O:19])[CH:13]=2)[C:2]([C:7]([O:9][CH2:10][CH3:11])=[O:8])=[CH:3][CH:4]=[CH:5][CH:6]=1.FC(F)(F)C(O)=O, predict the reaction product.